This data is from Full USPTO retrosynthesis dataset with 1.9M reactions from patents (1976-2016). The task is: Predict the reactants needed to synthesize the given product. (1) Given the product [NH2:21][CH2:20][CH2:19][NH:22][C:2]1[N:11]=[CH:10][C:9]2[N:8]([CH3:12])[C:7](=[O:13])[C@@H:6]([CH2:14][CH3:15])[N:5]([CH:16]([CH3:18])[CH3:17])[C:4]=2[N:3]=1, predict the reactants needed to synthesize it. The reactants are: Cl[C:2]1[N:11]=[CH:10][C:9]2[N:8]([CH3:12])[C:7](=[O:13])[C@@H:6]([CH2:14][CH3:15])[N:5]([CH:16]([CH3:18])[CH3:17])[C:4]=2[N:3]=1.[CH2:19]([NH2:22])[CH2:20][NH2:21]. (2) Given the product [Br:35][CH2:36][CH2:37][CH2:38][O:21][C:15]1[CH:14]=[C:13]2[C:18]([C:9]([O:8][C:6]3[CH:5]=[CH:4][C:3]([NH:22][C:23]([NH:25][CH2:26][CH2:27][CH3:28])=[O:24])=[C:2]([Cl:1])[CH:7]=3)=[N:10][CH:11]=[N:12]2)=[CH:17][C:16]=1[O:19][CH3:20], predict the reactants needed to synthesize it. The reactants are: [Cl:1][C:2]1[CH:7]=[C:6]([O:8][C:9]2[C:18]3[C:13](=[CH:14][C:15]([OH:21])=[C:16]([O:19][CH3:20])[CH:17]=3)[N:12]=[CH:11][N:10]=2)[CH:5]=[CH:4][C:3]=1[NH:22][C:23]([NH:25][CH2:26][CH2:27][CH3:28])=[O:24].C(=O)([O-])[O-].[K+].[K+].[Br:35][CH2:36][CH2:37][CH2:38]Br. (3) The reactants are: [F:1][C:2]([F:36])([F:35])[C:3]1[CH:8]=[CH:7][C:6]([C:9]2[N:10]=[C:11]([NH:14][C:15]([N:17]3[CH2:26][CH2:25][C:24]4[C:19](=[CH:20][CH:21]=[C:22]([O:27][C:28]([CH3:34])([CH3:33])[C:29]([O:31][CH3:32])=[O:30])[CH:23]=4)[CH2:18]3)=[O:16])[S:12][CH:13]=2)=[CH:5][CH:4]=1.[C:37](=O)([O-])[O-].[Cs+].[Cs+].IC. Given the product [F:36][C:2]([F:1])([F:35])[C:3]1[CH:8]=[CH:7][C:6]([C:9]2[N:10]=[C:11]([N:14]([CH3:37])[C:15]([N:17]3[CH2:26][CH2:25][C:24]4[C:19](=[CH:20][CH:21]=[C:22]([O:27][C:28]([CH3:34])([CH3:33])[C:29]([O:31][CH3:32])=[O:30])[CH:23]=4)[CH2:18]3)=[O:16])[S:12][CH:13]=2)=[CH:5][CH:4]=1, predict the reactants needed to synthesize it.